This data is from Reaction yield outcomes from USPTO patents with 853,638 reactions. The task is: Predict the reaction yield, written as a fraction of the theoretical maximum amount of product (1.0 means a 100% yield; for example, 0.34 means a 34% yield). The reactants are Br[C:2]1[S:3][C:4]([C:7]([O:9][CH3:10])=[O:8])=[CH:5][N:6]=1.[OH:11][CH2:12][CH2:13][N:14]1[CH2:19][CH2:18][NH:17][CH2:16][CH2:15]1.C(=O)([O-])[O-].[K+].[K+]. The catalyst is C(#N)C. The product is [CH3:10][O:9][C:7]([C:4]1[S:3][C:2]([N:17]2[CH2:18][CH2:19][N:14]([CH2:13][CH2:12][OH:11])[CH2:15][CH2:16]2)=[N:6][CH:5]=1)=[O:8]. The yield is 0.682.